The task is: Predict which catalyst facilitates the given reaction.. This data is from Catalyst prediction with 721,799 reactions and 888 catalyst types from USPTO. (1) Reactant: [NH2:1][C@H:2]1[C:11]2[C:6](=[CH:7][CH:8]=[C:9]([F:12])[CH:10]=2)[N:5]([C:13](=[O:15])[CH3:14])[C@@H:4]([CH3:16])[C@@H:3]1[CH3:17].CN(C1C(C2C(P(C3CCCCC3)C3CCCCC3)=CC=CC=2)=CC=CC=1)C.Br[C:47]1[CH:52]=[N:51][C:50]([CH3:53])=[CH:49][N:48]=1.CC(C)([O-])C.[Na+]. Product: [F:12][C:9]1[CH:10]=[C:11]2[C:6](=[CH:7][CH:8]=1)[N:5]([C:13](=[O:15])[CH3:14])[C@@H:4]([CH3:16])[C@H:3]([CH3:17])[C@H:2]2[NH:1][C:47]1[CH:52]=[N:51][C:50]([CH3:53])=[CH:49][N:48]=1. The catalyst class is: 62. (2) Reactant: C(O)C.O.[CH3:5][C:6]1[CH:7]=[C:8]([CH:11]=[CH:12][C:13]=1[N+:14]([O-])=O)[C:9]#[N:10]. Product: [NH2:14][C:13]1[CH:12]=[CH:11][C:8]([C:9]#[N:10])=[CH:7][C:6]=1[CH3:5]. The catalyst class is: 15.